From a dataset of Tyrosyl-DNA phosphodiesterase HTS with 341,365 compounds. Binary Classification. Given a drug SMILES string, predict its activity (active/inactive) in a high-throughput screening assay against a specified biological target. The compound is S=C(NN\C=C1\C(=O)C=C(N(CC)CC)C=C1)NC. The result is 0 (inactive).